From a dataset of Peptide-MHC class II binding affinity with 134,281 pairs from IEDB. Regression. Given a peptide amino acid sequence and an MHC pseudo amino acid sequence, predict their binding affinity value. This is MHC class II binding data. (1) The peptide sequence is AGELELQFRRVKSKYPEGTK. The MHC is DRB1_0405 with pseudo-sequence DRB1_0405. The binding affinity (normalized) is 0.374. (2) The peptide sequence is SQDLELSWNLNNLQAY. The MHC is HLA-DQA10101-DQB10501 with pseudo-sequence HLA-DQA10101-DQB10501. The binding affinity (normalized) is 0.683. (3) The peptide sequence is GPLIEGNTSLLWNGP. The MHC is HLA-DQA10103-DQB10603 with pseudo-sequence HLA-DQA10103-DQB10603. The binding affinity (normalized) is 0.360. (4) The peptide sequence is DHPGYELENDNQLLY. The MHC is HLA-DPA10301-DPB10402 with pseudo-sequence HLA-DPA10301-DPB10402. The binding affinity (normalized) is 0.152.